Regression. Given a peptide amino acid sequence and an MHC pseudo amino acid sequence, predict their binding affinity value. This is MHC class I binding data. From a dataset of Peptide-MHC class I binding affinity with 185,985 pairs from IEDB/IMGT. (1) The peptide sequence is LSKRERQLAK. The MHC is HLA-A03:01 with pseudo-sequence HLA-A03:01. The binding affinity (normalized) is 0.333. (2) The peptide sequence is IIPKIKAYL. The MHC is Mamu-B03 with pseudo-sequence Mamu-B03. The binding affinity (normalized) is 0.